Dataset: NCI-60 drug combinations with 297,098 pairs across 59 cell lines. Task: Regression. Given two drug SMILES strings and cell line genomic features, predict the synergy score measuring deviation from expected non-interaction effect. (1) Drug 1: C1=CC(=CC=C1CCC2=CNC3=C2C(=O)NC(=N3)N)C(=O)NC(CCC(=O)O)C(=O)O. Drug 2: C1=NNC2=C1C(=O)NC=N2. Cell line: CAKI-1. Synergy scores: CSS=13.2, Synergy_ZIP=-9.77, Synergy_Bliss=-6.75, Synergy_Loewe=-2.40, Synergy_HSA=-1.92. (2) Drug 1: C1=C(C(=O)NC(=O)N1)F. Drug 2: CCC1(CC2CC(C3=C(CCN(C2)C1)C4=CC=CC=C4N3)(C5=C(C=C6C(=C5)C78CCN9C7C(C=CC9)(C(C(C8N6C=O)(C(=O)OC)O)OC(=O)C)CC)OC)C(=O)OC)O.OS(=O)(=O)O. Cell line: RXF 393. Synergy scores: CSS=32.0, Synergy_ZIP=-7.28, Synergy_Bliss=-0.992, Synergy_Loewe=-20.0, Synergy_HSA=1.87.